Dataset: Full USPTO retrosynthesis dataset with 1.9M reactions from patents (1976-2016). Task: Predict the reactants needed to synthesize the given product. (1) Given the product [CH3:1][O:2][C:3]([C:5]1[S:6][C:7]([C:27]#[C:28][C:29]([CH3:31])([CH3:30])[CH3:32])=[CH:8][C:9]=1[N:10]([CH:20]1[CH2:21][CH2:22][CH:23]([NH:26][C:43]([O:44][CH:45]2[CH:52]3[CH:48]([O:49][CH2:50][CH2:51]3)[O:47][CH2:46]2)=[O:42])[CH2:24][CH2:25]1)[C:11]([C@H:13]1[CH2:18][CH2:17][C@H:16]([CH3:19])[CH2:15][CH2:14]1)=[O:12])=[O:4], predict the reactants needed to synthesize it. The reactants are: [CH3:1][O:2][C:3]([C:5]1[S:6][C:7]([C:27]#[C:28][C:29]([CH3:32])([CH3:31])[CH3:30])=[CH:8][C:9]=1[N:10]([CH:20]1[CH2:25][CH2:24][CH:23]([NH2:26])[CH2:22][CH2:21]1)[C:11]([C@H:13]1[CH2:18][CH2:17][C@H:16]([CH3:19])[CH2:15][CH2:14]1)=[O:12])=[O:4].[N+](C1C=CC([O:42][C:43](=O)[O:44][CH:45]2[CH:52]3[CH:48]([O:49][CH2:50][CH2:51]3)[O:47][CH2:46]2)=CC=1)([O-])=O.CCN(C(C)C)C(C)C. (2) Given the product [F:1][C:2]1[CH:7]=[C:6]([C:8]2[CH:13]=[CH:12][N:11]=[C:10]3[NH:14][C:15]([C:17]4[CH:18]=[N:19][N:20]([CH3:22])[CH:21]=4)=[N:16][C:9]=23)[CH:5]=[CH:4][C:3]=1[C:23]1([NH2:26])[CH2:25][CH2:24]1, predict the reactants needed to synthesize it. The reactants are: [F:1][C:2]1[CH:7]=[C:6]([C:8]2[CH:13]=[CH:12][N:11]=[C:10]3[NH:14][C:15]([C:17]4[CH:18]=[N:19][N:20]([CH3:22])[CH:21]=4)=[N:16][C:9]=23)[CH:5]=[CH:4][C:3]=1[C:23]1([NH:26]C(=O)OC(C)(C)C)[CH2:25][CH2:24]1. (3) The reactants are: Br[C:2]1[CH:7]=[CH:6][C:5]([N+:8]([O-:10])=[O:9])=[C:4]([O:11][CH:12]([CH3:14])[CH3:13])[CH:3]=1.CC1(C)C(C)(C)OB([C:23]2[CH2:24][CH2:25][N:26]([C:29]([O:31][C:32]([CH3:35])([CH3:34])[CH3:33])=[O:30])[CH2:27][CH:28]=2)O1.C(=O)([O-])[O-].[Na+].[Na+]. Given the product [N+:8]([C:5]1[CH:6]=[CH:7][C:2]([C:23]2[CH2:28][CH2:27][N:26]([C:29]([O:31][C:32]([CH3:35])([CH3:34])[CH3:33])=[O:30])[CH2:25][CH:24]=2)=[CH:3][C:4]=1[O:11][CH:12]([CH3:14])[CH3:13])([O-:10])=[O:9], predict the reactants needed to synthesize it. (4) Given the product [C:37]([NH:41][C:42]1[C:51](/[CH:52]=[C:53](\[CH3:59])/[C:54]([O:56][CH2:57][CH3:58])=[O:55])=[CH:50][C:49]2[C:44](=[CH:45][CH:46]=[C:47]([C:2]3[C:3]([C:9]([N:11]4[CH2:15][CH2:14][CH2:13][CH2:12]4)=[O:10])=[CH:4][CH:5]=[CH:6][C:7]=3[CH3:8])[CH:48]=2)[N:43]=1)([CH3:40])([CH3:39])[CH3:38], predict the reactants needed to synthesize it. The reactants are: Br[C:2]1[C:7]([CH3:8])=[CH:6][CH:5]=[CH:4][C:3]=1[C:9]([N:11]1[CH2:15][CH2:14][CH2:13][CH2:12]1)=[O:10].C(C1C=CC(C2C=CC=CC=2)=C(C(C)C)C=1C(C)C)(C)C.[C:37]([NH:41][C:42]1[C:51](/[CH:52]=[C:53](\[CH3:59])/[C:54]([O:56][CH2:57][CH3:58])=[O:55])=[CH:50][C:49]2[C:44](=[CH:45][CH:46]=[C:47](B3OC(C)(C)C(C)(C)O3)[CH:48]=2)[N:43]=1)([CH3:40])([CH3:39])[CH3:38].C([O-])(=O)C.[K+].